This data is from Cav3 T-type calcium channel HTS with 100,875 compounds. The task is: Binary Classification. Given a drug SMILES string, predict its activity (active/inactive) in a high-throughput screening assay against a specified biological target. (1) The molecule is S(c1[nH]c(c2ccccc2)cc(=O)n1)Cc1onc(n1)c1ccc(OC)cc1. The result is 0 (inactive). (2) The compound is O1C(Cc2c1ccc(C(/O)=C1/C(N(CCCOC)C(=O)C1=O)c1cccnc1)c2)C. The result is 0 (inactive). (3) The compound is s1c(CN2CCCCC2)cnc1NC(OC)=O. The result is 0 (inactive). (4) The result is 0 (inactive). The drug is Clc1c(NC(=O)N2CCN(CC2)C(=O)C(NC(=O)C)Cc2c(OC)cccc2)cccc1. (5) The drug is Fc1ccc(N2CCN(CC2)C(=O)COC(=O)C2(CC2)c2ccccc2)cc1. The result is 0 (inactive). (6) The compound is S(c1n(nnn1)Cc1ccccc1)CC(=O)c1ccccc1. The result is 0 (inactive).